Dataset: Reaction yield outcomes from USPTO patents with 853,638 reactions. Task: Predict the reaction yield, written as a fraction of the theoretical maximum amount of product (1.0 means a 100% yield; for example, 0.34 means a 34% yield). (1) The reactants are [Cl:1][C:2]1[CH:11]=[CH:10][CH:9]=[C:8]2[C:3]=1[C:4](=[O:21])[N:5]([C:14]1[CH:19]=[CH:18][CH:17]=[CH:16][C:15]=1[F:20])[C:6]([CH2:12]Cl)=[N:7]2.[N:22]1[C:30]([NH2:31])=[C:29]2[C:25]([N:26]=[CH:27][NH:28]2)=[N:24][CH:23]=1.C([O-])([O-])=O.[K+].[K+]. The catalyst is CN(C=O)C. The product is [NH2:31][C:30]1[N:22]=[CH:23][N:24]=[C:25]2[C:29]=1[N:28]=[CH:27][N:26]2[CH2:12][C:6]1[N:5]([C:14]2[CH:19]=[CH:18][CH:17]=[CH:16][C:15]=2[F:20])[C:4](=[O:21])[C:3]2[C:8](=[CH:9][CH:10]=[CH:11][C:2]=2[Cl:1])[N:7]=1. The yield is 0.500. (2) The reactants are [F:1][C:2]([F:33])([F:32])[O:3][C:4]1[CH:5]=[C:6]([CH:29]=[CH:30][CH:31]=1)[O:7][C:8]1[CH:9]=[C:10]([NH:14][CH2:15][C:16]2[CH:21]=[CH:20][CH:19]=[C:18]([O:22][C:23]([F:28])([F:27])[CH:24]([F:26])[F:25])[CH:17]=2)[CH:11]=[CH:12][CH:13]=1.[F:34][C:35]([F:41])([F:40])S([O-])(=[O:54])=[O:54].[Yb+3].[F:34][C:35]([F:41])([F:40])S([O-])(=O)=O.[F:34][C:35]([F:41])([F:40])S([O-])(=O)=[O:54].[C:59](#N)[CH3:60]. The catalyst is O.C(Cl)Cl. The product is [F:1][C:2]([F:32])([F:33])[O:3][C:4]1[CH:5]=[C:6]([CH:29]=[CH:30][CH:31]=1)[O:7][C:8]1[CH:9]=[C:10]([N:14]([CH2:15][C:16]2[CH:21]=[CH:20][CH:19]=[C:18]([O:22][C:23]([F:27])([F:28])[CH:24]([F:26])[F:25])[CH:17]=2)[CH2:60][C@@H:59]([OH:54])[C:35]([F:41])([F:40])[F:34])[CH:11]=[CH:12][CH:13]=1. The yield is 0.230. (3) The reactants are [CH3:1][C:2]1[CH:7]=[CH:6][N:5]=[CH:4][C:3]=1[N:8]1[CH2:12][CH2:11][NH:10][C:9]1=[O:13].Br[C:15]1[CH:16]=[C:17]2[CH:23]=[N:22][N:21]([CH2:24][O:25][CH2:26][CH2:27][Si:28]([CH3:31])([CH3:30])[CH3:29])[C:18]2=[N:19][CH:20]=1.N[C@@H]1CCCC[C@H]1N.P([O-])([O-])([O-])=O.[K+].[K+].[K+]. The catalyst is [Cu](I)I.O1CCOCC1. The product is [CH3:1][C:2]1[CH:7]=[CH:6][N:5]=[CH:4][C:3]=1[N:8]1[CH2:12][CH2:11][N:10]([C:15]2[CH:16]=[C:17]3[CH:23]=[N:22][N:21]([CH2:24][O:25][CH2:26][CH2:27][Si:28]([CH3:31])([CH3:30])[CH3:29])[C:18]3=[N:19][CH:20]=2)[C:9]1=[O:13]. The yield is 0.677. (4) The reactants are [CH:1](=O)[C:2]1[CH:7]=[CH:6][CH:5]=[CH:4][CH:3]=1.S([O-])([O-])(=O)=O.[Mg+2].[NH2:15][C:16]1[CH:24]=[C:23]([F:25])[CH:22]=[C:21]2[C:17]=1[CH2:18][O:19][C:20]2=[O:26]. The catalyst is C(#N)C. The product is [CH:1](=[N:15]/[C:16]1[CH:24]=[C:23]([F:25])[CH:22]=[C:21]2[C:17]=1[CH2:18][O:19][C:20]2=[O:26])\[C:2]1[CH:7]=[CH:6][CH:5]=[CH:4][CH:3]=1. The yield is 0.660. (5) The reactants are Cl[CH2:2][CH2:3][CH2:4][N:5]1[C:10]2[CH:11]=[C:12]([CH3:16])[CH:13]=[C:14]([CH3:15])[C:9]=2[O:8][CH2:7][C:6]1=[O:17].C([O-])([O-])=O.[K+].[K+].[Na+].[I-].[CH2:26]([CH:30]1[CH2:35][CH2:34][NH:33][CH2:32][CH2:31]1)[CH2:27][CH2:28][CH3:29]. The catalyst is CCCCCCC.CCOC(C)=O. The product is [CH2:26]([CH:30]1[CH2:35][CH2:34][N:33]([CH2:2][CH2:3][CH2:4][N:5]2[C:10]3[CH:11]=[C:12]([CH3:16])[CH:13]=[C:14]([CH3:15])[C:9]=3[O:8][CH2:7][C:6]2=[O:17])[CH2:32][CH2:31]1)[CH2:27][CH2:28][CH3:29]. The yield is 0.720. (6) The reactants are Br[C:2]1[CH:28]=[C:27]([F:29])[C:5]2[N:6]([CH2:9][C:10]3[CH:26]=[CH:25][C:13]4[N:14]=[C:15]([NH:17][C@@H:18]5[CH2:23][CH2:22][CH2:21][CH2:20][C@H:19]5[OH:24])[S:16][C:12]=4[CH:11]=3)[CH:7]=[N:8][C:4]=2[CH:3]=1.[O:30]1[CH2:35][CH:34]=[C:33](B2OC(C)(C)C(C)(C)O2)[CH2:32][CH2:31]1.C(=O)([O-])[O-].[Na+].[Na+].O1CCOCC1. The catalyst is C1C=CC(P(C2C=CC=CC=2)[C-]2C=CC=C2)=CC=1.C1C=CC(P(C2C=CC=CC=2)[C-]2C=CC=C2)=CC=1.Cl[Pd]Cl.[Fe+2].O. The product is [O:30]1[CH2:31][CH:32]=[C:33]([C:2]2[CH:28]=[C:27]([F:29])[C:5]3[N:6]([CH2:9][C:10]4[CH:26]=[CH:25][C:13]5[N:14]=[C:15]([NH:17][C@@H:18]6[CH2:23][CH2:22][CH2:21][CH2:20][C@H:19]6[OH:24])[S:16][C:12]=5[CH:11]=4)[CH:7]=[N:8][C:4]=3[CH:3]=2)[CH2:34][CH2:35]1. The yield is 0.360. (7) The reactants are [F:1][C:2]([F:12])([F:11])[O:3][C:4]1[CH:5]=[C:6]([CH:8]=[CH:9][CH:10]=1)[NH2:7].[F:13][C:14]([F:19])([F:18])[CH:15]1[O:17][CH2:16]1. No catalyst specified. The product is [F:1][C:2]([F:11])([F:12])[O:3][C:4]1[CH:5]=[C:6]([NH:7][CH2:16][CH:15]([OH:17])[C:14]([F:19])([F:18])[F:13])[CH:8]=[CH:9][CH:10]=1. The yield is 0.880. (8) The reactants are [C:1]([C:4]1[CH:5]=[C:6]([Cl:20])[C:7]([CH3:19])=[C:8]([C:17]#[N:18])[C:9]=1[C:10]1[CH:15]=[CH:14][CH:13]=[C:12]([F:16])[CH:11]=1)(=[O:3])[CH3:2].[N:21]([Si](C)(C)C)=[N+:22]=[N-:23].C([Sn](CCCC)=O)CCC. The catalyst is C1(C)C=CC=CC=1. The product is [Cl:20][C:6]1[C:7]([CH3:19])=[C:8]([C:17]2[NH:23][N:22]=[N:21][N:18]=2)[C:9]([C:10]2[CH:15]=[CH:14][CH:13]=[C:12]([F:16])[CH:11]=2)=[C:4]([C:1](=[O:3])[CH3:2])[CH:5]=1. The yield is 0.700. (9) The reactants are [NH2:1][C:2]1[CH:10]=[CH:9][C:5]([C:6]([OH:8])=O)=[CH:4][C:3]=1[O:11][CH3:12].[NH:13]1[CH2:18][CH2:17][CH2:16][C@@H:15]2[C:19]3[CH:20]=[CH:21][CH:22]=[CH:23][C:24]=3[CH2:25][C@H:14]12.F[P-](F)(F)(F)(F)F.N1(OC(N(C)C)=[N+](C)C)C2N=CC=CC=2N=N1. No catalyst specified. The product is [NH2:1][C:2]1[CH:10]=[CH:9][C:5]([C:6]([N:13]2[CH2:18][CH2:17][CH2:16][C@@H:15]3[C:19]4[CH:20]=[CH:21][CH:22]=[CH:23][C:24]=4[CH2:25][C@H:14]23)=[O:8])=[CH:4][C:3]=1[O:11][CH3:12]. The yield is 0.590.